From a dataset of Forward reaction prediction with 1.9M reactions from USPTO patents (1976-2016). Predict the product of the given reaction. (1) Given the reactants P([O-])([O-])([O-])=O.[K+].[K+].[K+].COC(C)(C)C.[NH2:15][CH:16]([C:23]1[CH:28]=[CH:27][C:26]([O:29][CH3:30])=[CH:25][CH:24]=1)[CH2:17][C:18]([O:20]CC)=[O:19], predict the reaction product. The product is: [NH2:15][CH:16]([C:23]1[CH:24]=[CH:25][C:26]([O:29][CH3:30])=[CH:27][CH:28]=1)[CH2:17][C:18]([OH:20])=[O:19]. (2) Given the reactants [F-].[CH2:15]([N+]([CH2:15][CH2:16][CH2:17][CH3:18])([CH2:15][CH2:16][CH2:17][CH3:18])[CH2:15][CH2:16][CH2:17][CH3:18])[CH2:16][CH2:17][CH3:18].[C:19]([O:23][C:24]([NH:26][C:27](=[NH:80])[C:28]1[S:32][C:31]([S:33][CH3:34])=[C:30]([S:35]([C:38]2[CH:39]=[C:40]([C:44]3[C:49]([CH3:50])=[CH:48][C:47]([NH:51]C(OCC[Si](C)(C)C)=O)=[CH:46][C:45]=3[NH:61][C:62](=[O:79])[NH:63]CCCCCOC3C=CC(C(O)=O)=CC=3)[CH:41]=[CH:42][CH:43]=2)(=[O:37])=[O:36])[CH:29]=1)=[O:25])([CH3:22])([CH3:21])[CH3:20].[CH2:81]1[CH2:85][O:84][CH2:83][CH2:82]1, predict the reaction product. The product is: [NH2:51][C:47]1[CH:48]=[C:49]([CH3:50])[C:44]([C:40]2[CH:41]=[CH:42][CH:43]=[C:38]([S:35]([C:30]3[CH:29]=[C:28]([C:27]([NH:26][C:24]([O:23][C:19]([CH3:21])([CH3:22])[CH3:20])=[O:25])=[NH:80])[S:32][C:31]=3[S:33][CH3:34])(=[O:36])=[O:37])[CH:39]=2)=[C:45]([NH:61][C:62](=[O:79])[NH:63][C:20]2[CH:19]=[CH:21][C:85]([O:84][CH2:83][CH2:15][CH2:16][CH2:17][CH3:18])=[C:81]([CH:82]=2)[C:24]([OH:25])=[O:23])[CH:46]=1. (3) Given the reactants [NH2:1][C:2]1[N:6]([CH3:7])[C:5](=[O:8])[C:4]([C:21]2[CH:26]=[CH:25][C:24]([F:27])=[C:23](Br)[CH:22]=2)([C:9]2[CH:14]=[CH:13][CH:12]=[C:11]([S:15]([F:20])([F:19])([F:18])([F:17])[F:16])[CH:10]=2)[N:3]=1.[F:29][C:30]1[CH:31]=[N:32][CH:33]=[C:34](B2OC(C)(C)C(C)(C)O2)[CH:35]=1, predict the reaction product. The product is: [NH2:1][C:2]1[N:6]([CH3:7])[C:5](=[O:8])[C:4]([C:21]2[CH:26]=[CH:25][C:24]([F:27])=[C:23]([C:34]3[CH:33]=[N:32][CH:31]=[C:30]([F:29])[CH:35]=3)[CH:22]=2)([C:9]2[CH:14]=[CH:13][CH:12]=[C:11]([S:15]([F:20])([F:19])([F:18])([F:17])[F:16])[CH:10]=2)[N:3]=1. (4) The product is: [Cl:1][C:2]1[CH:3]=[C:4]([NH2:18])[C:5]([NH2:6])=[CH:7][C:8]=1[O:9][C:10]1[CH:15]=[CH:14][C:13]([Cl:16])=[CH:12][C:11]=1[Cl:17]. Given the reactants [Cl:1][C:2]1[C:8]([O:9][C:10]2[CH:15]=[CH:14][C:13]([Cl:16])=[CH:12][C:11]=2[Cl:17])=[CH:7][C:5]([NH2:6])=[C:4]([N+:18]([O-])=O)[CH:3]=1.Cl, predict the reaction product. (5) Given the reactants [H-].[Na+].[C:3]([N:10]1[CH2:15][CH2:14][N:13]([C:16]2[CH:21]=[CH:20][CH:19]=[CH:18][C:17]=2[CH2:22][NH:23][S:24]([CH3:27])(=[O:26])=[O:25])[CH2:12][CH2:11]1)([O:5][C:6]([CH3:9])([CH3:8])[CH3:7])=[O:4].[CH3:28]I, predict the reaction product. The product is: [C:3]([N:10]1[CH2:15][CH2:14][N:13]([C:16]2[CH:21]=[CH:20][CH:19]=[CH:18][C:17]=2[CH2:22][N:23]([S:24]([CH3:27])(=[O:26])=[O:25])[CH3:28])[CH2:12][CH2:11]1)([O:5][C:6]([CH3:9])([CH3:8])[CH3:7])=[O:4]. (6) Given the reactants [CH2:1]1[C:9]2[C:4](=[CH:5][CH:6]=[CH:7][CH:8]=2)[CH2:3][N:2]1[C:10]([NH:12][C:13]1[N:18]=[N:17][C:16]([C:19]([OH:21])=O)=[CH:15][CH:14]=1)=[O:11].F[P-](F)(F)(F)(F)F.N1(OC(N(C)C)=[N+](C)C)C2N=CC=CC=2N=N1.C(N(C(C)C)CC)(C)C.[CH2:55]1[C:58]2([CH2:63][CH2:62][NH:61][CH2:60][CH2:59]2)[CH2:57][O:56]1, predict the reaction product. The product is: [CH2:55]1[C:58]2([CH2:63][CH2:62][N:61]([C:19]([C:16]3[N:17]=[N:18][C:13]([NH:12][C:10]([N:2]4[CH2:1][C:9]5[C:4](=[CH:5][CH:6]=[CH:7][CH:8]=5)[CH2:3]4)=[O:11])=[CH:14][CH:15]=3)=[O:21])[CH2:60][CH2:59]2)[CH2:57][O:56]1. (7) Given the reactants [Cl:1][S:2]([OH:5])(=O)=[O:3].[CH3:6][C:7]1[C:15]2[C:10](=[CH:11][CH:12]=[CH:13][CH:14]=2)[N:9](C(=O)C)[N:8]=1, predict the reaction product. The product is: [CH3:6][C:7]1[C:15]2[C:10](=[CH:11][CH:12]=[C:13]([S:2]([Cl:1])(=[O:5])=[O:3])[CH:14]=2)[NH:9][N:8]=1. (8) Given the reactants ClC(Cl)(O[C:5](=[O:11])OC(Cl)(Cl)Cl)Cl.[OH:13][CH2:14][CH:15]1[CH2:20][CH2:19][N:18]([C:21]([O:23][C:24]([CH3:27])([CH3:26])[CH3:25])=[O:22])[CH2:17][CH2:16]1.[OH:28][C@@H:29]([C:31]1[N:32]=[C:33]([C:36]2[CH:42]=[CH:41][CH:40]=[CH:39][C:37]=2[NH2:38])[S:34][CH:35]=1)[CH3:30], predict the reaction product. The product is: [OH:28][C@@H:29]([C:31]1[N:32]=[C:33]([C:36]2[CH:42]=[CH:41][CH:40]=[CH:39][C:37]=2[NH:38][C:5]([O:13][CH2:14][CH:15]2[CH2:20][CH2:19][N:18]([C:21]([O:23][C:24]([CH3:27])([CH3:26])[CH3:25])=[O:22])[CH2:17][CH2:16]2)=[O:11])[S:34][CH:35]=1)[CH3:30]. (9) Given the reactants Cl.[NH2:2][C@H:3]([C:5]1[C:6](=[O:20])[NH:7][C:8]2[C:13]([CH:14]=1)=[CH:12][C:11]([Cl:15])=[C:10]([O:16][CH:17]([CH3:19])[CH3:18])[CH:9]=2)[CH3:4].F[C:22]1[C:27](=[O:28])[N:26]([CH3:29])[C:25]([C:30]#[N:31])=[CH:24][CH:23]=1.CCN(C(C)C)C(C)C.O, predict the reaction product. The product is: [Cl:15][C:11]1[CH:12]=[C:13]2[C:8](=[CH:9][C:10]=1[O:16][CH:17]([CH3:19])[CH3:18])[NH:7][C:6](=[O:20])[C:5]([C@@H:3]([NH:2][C:22]1[C:27](=[O:28])[N:26]([CH3:29])[C:25]([C:30]#[N:31])=[CH:24][CH:23]=1)[CH3:4])=[CH:14]2. (10) Given the reactants I(C1C=CC=CC=1C(O)=O)(=O)=O.[NH2:13][C:14]1[C:15]2[C:22]([Br:23])=[CH:21][N:20]([C@@H:24]3[O:28][C:27]([CH2:31][OH:32])([CH2:29][OH:30])[C@@H:26]([O:33][Si:34]([C:37]([CH3:40])([CH3:39])[CH3:38])([CH3:36])[CH3:35])[CH2:25]3)[C:16]=2[N:17]=[CH:18][N:19]=1, predict the reaction product. The product is: [NH2:13][C:14]1[C:15]2[C:22]([Br:23])=[CH:21][N:20]([C@@H:24]3[O:28][C@@:27]([CH2:31][OH:32])([CH:29]=[O:30])[C@@H:26]([O:33][Si:34]([C:37]([CH3:40])([CH3:39])[CH3:38])([CH3:35])[CH3:36])[CH2:25]3)[C:16]=2[N:17]=[CH:18][N:19]=1.